This data is from Full USPTO retrosynthesis dataset with 1.9M reactions from patents (1976-2016). The task is: Predict the reactants needed to synthesize the given product. (1) Given the product [OH:11][C:8]1[CH:9]=[CH:10][C:3]([O:2][CH3:1])=[C:4]([CH:7]=1)[CH:5]=[O:6], predict the reactants needed to synthesize it. The reactants are: [CH3:1][O:2][C:3]1[CH:10]=[CH:9][C:8]([O:11]COC)=[CH:7][C:4]=1[CH:5]=[O:6].Cl. (2) Given the product [Cl:15][C:14]1[C:6]([C:5]2[C:21](=[O:22])[NH:23][C:24](=[O:25])[C:4]=2[C:9]2[C:8]3[C:27](=[CH:4][CH:5]=[CH:6][CH:7]=3)[NH:28][CH:30]=2)=[C:7]2[C:11](=[CH:12][CH:13]=1)[NH:10][C:9]([CH2:16][N:17]([CH3:18])[CH3:19])=[CH:8]2, predict the reactants needed to synthesize it. The reactants are: C(O[C:4](=O)[CH2:5][C:6]1[C:14]([Cl:15])=[CH:13][CH:12]=[C:11]2[C:7]=1[CH:8]=[C:9]([CH2:16][N:17]([CH3:19])[CH3:18])[NH:10]2)C.[CH:21]([NH2:23])=[O:22].[CH3:24][O-:25].[Na+].[CH3:27][N:28]([CH:30]=O)C. (3) The reactants are: [CH3:1][O:2][C:3]([C:5]1[CH:10]=[C:9]([CH2:11][CH2:12][CH2:13][CH2:14][CH2:15][F:16])[CH:8]=[CH:7][N:6]=1)=[O:4].Cl. Given the product [CH3:1][O:2][C:3]([CH:5]1[CH2:10][CH:9]([CH2:11][CH2:12][CH2:13][CH2:14][CH2:15][F:16])[CH2:8][CH2:7][NH:6]1)=[O:4], predict the reactants needed to synthesize it. (4) Given the product [CH3:1][N:2]1[CH2:7][CH2:6][C:5]([C:11]2[CH:16]=[CH:15][CH:14]=[CH:13][CH:12]=2)([C:8]([NH:24][CH2:23][C:17]2[CH:22]=[CH:21][CH:20]=[CH:19][CH:18]=2)=[O:9])[CH2:4][CH2:3]1, predict the reactants needed to synthesize it. The reactants are: [CH3:1][N:2]1[CH2:7][CH2:6][C:5]([C:11]2[CH:16]=[CH:15][CH:14]=[CH:13][CH:12]=2)([C:8](Cl)=[O:9])[CH2:4][CH2:3]1.[C:17]1([CH2:23][NH2:24])[CH:22]=[CH:21][CH:20]=[CH:19][CH:18]=1.C(N(CC)CC)C.C([O-])([O-])=O.[K+].[K+]. (5) Given the product [Cl:28][C:3](=[C:4]([Cl:29])[C:5]([F:10])([F:11])[C:6]([F:8])([F:7])[F:9])[C:2]([F:12])([F:13])[F:1], predict the reactants needed to synthesize it. The reactants are: [F:1][C:2]([F:13])([F:12])[C:3]#[C:4][C:5]([F:11])([F:10])[C:6]([F:9])([F:8])[F:7].ClC1(Cl)C(Cl)=C(Cl)C(Cl)=C1Cl.[F-].[F-].[F-].[Cl-:28].[Cl-:29].[Sb+5].ClC1C(F)(F)C(F)(F)C(F)(F)C=1Cl. (6) Given the product [NH2:1][C:2]1[S:3][C@:4]2([C:18]([N:20]3[CH2:21][CH2:23][CH2:22][CH2:25]3)=[O:19])[C@H:6]([C@:7]([C:10]3[CH:15]=[C:14]([NH2:16])[CH:13]=[CH:12][C:11]=3[F:17])([CH3:9])[N:8]=1)[CH2:5]2, predict the reactants needed to synthesize it. The reactants are: [NH2:1][C:2]1[S:3][C@:4]2([C:18]([NH:20][CH:21]3[CH2:23][CH2:22]3)=[O:19])[C@H:6]([C@:7]([C:10]3[CH:15]=[C:14]([NH2:16])[CH:13]=[CH:12][C:11]=3[F:17])([CH3:9])[N:8]=1)[CH2:5]2.Br[C:25]1C=CC(F)=C([C@]2(C)[C@H]3[C@](C(O)=O)(C3)SC(N(C(OC(C)(C)C)=O)COCC[Si](C)(C)C)=N2)C=1.